This data is from Catalyst prediction with 721,799 reactions and 888 catalyst types from USPTO. The task is: Predict which catalyst facilitates the given reaction. (1) Reactant: C1(C)C=CC(S(O[CH2:11][C:12]([F:15])([F:14])[F:13])(=O)=O)=CC=1.[Br:17][C:18]1[CH:27]=[CH:26][C:21]([C:22]([O:24][CH3:25])=[O:23])=[CH:20][C:19]=1[OH:28].C(=O)([O-])[O-].[K+].[K+]. Product: [Br:17][C:18]1[CH:27]=[CH:26][C:21]([C:22]([O:24][CH3:25])=[O:23])=[CH:20][C:19]=1[O:28][CH2:11][C:12]([F:15])([F:14])[F:13]. The catalyst class is: 9. (2) Reactant: C(=O)([O-])[O-].[Cs+].[Cs+].[NH:7]1[C:11]2[CH:12]=[CH:13][CH:14]=[CH:15][C:10]=2[N:9]=[C:8]1[C:16]([C:18]1[CH:23]=[CH:22][C:21]([OH:24])=[CH:20][CH:19]=1)=[O:17].F[C:26]1[C:31]([CH:32]2[CH2:36][CH2:35][C:34]([C:38]([F:41])([F:40])[F:39])([OH:37])[CH2:33]2)=[CH:30][CH:29]=[CH:28][N:27]=1.CN1C(=O)CCC1. Product: [NH:7]1[C:11]2[CH:12]=[CH:13][CH:14]=[CH:15][C:10]=2[N:9]=[C:8]1[C:16]([C:18]1[CH:23]=[CH:22][C:21]([O:24][C:26]2[C:31]([C@H:32]3[CH2:36][CH2:35][C@@:34]([OH:37])([C:38]([F:40])([F:41])[F:39])[CH2:33]3)=[CH:30][CH:29]=[CH:28][N:27]=2)=[CH:20][CH:19]=1)=[O:17]. The catalyst class is: 13.